This data is from Acute oral toxicity (LD50) regression data from Zhu et al.. The task is: Regression/Classification. Given a drug SMILES string, predict its toxicity properties. Task type varies by dataset: regression for continuous values (e.g., LD50, hERG inhibition percentage) or binary classification for toxic/non-toxic outcomes (e.g., AMES mutagenicity, cardiotoxicity, hepatotoxicity). Dataset: ld50_zhu. (1) The compound is COC(=O)c1c(Cl)c(Cl)c(C(=O)OC)c(Cl)c1Cl. The rat oral LD50 is 2.04, given as -log10 of the dose in mol/kg body weight (higher means more acutely toxic). (2) The compound is CCC(=O)CC(C)CC. The rat oral LD50 is 1.56, given as -log10 of the dose in mol/kg body weight (higher means more acutely toxic). (3) The drug is COCCOC(=O)CC#N. The rat oral LD50 is 1.52, given as -log10 of the dose in mol/kg body weight (higher means more acutely toxic). (4) The molecule is CCCOC(=O)COc1cccc(C(C)(C)C)c1. The rat oral LD50 is 2.14, given as -log10 of the dose in mol/kg body weight (higher means more acutely toxic). (5) The molecule is O=C1Nc2ccccc2C1(c1ccc(O)cc1)c1ccc(O)cc1. The rat oral LD50 is 3.55, given as -log10 of the dose in mol/kg body weight (higher means more acutely toxic). (6) The drug is Cc1ccc(N)cc1[N+](=O)[O-]. The rat oral LD50 is 1.35, given as -log10 of the dose in mol/kg body weight (higher means more acutely toxic). (7) The compound is CCC(C)(C)c1ccc(OCCCCN)c(C(C)(C)CC)c1. The rat oral LD50 is 2.58, given as -log10 of the dose in mol/kg body weight (higher means more acutely toxic).